This data is from Forward reaction prediction with 1.9M reactions from USPTO patents (1976-2016). The task is: Predict the product of the given reaction. (1) Given the reactants F[C:2]1C=C(F)C=CC=1[N+]([O-])=O.CN1CCNCC1.[CH2:19]([NH:21][C:22]1[CH:27]=[C:26]([N:28]2[CH2:33][CH2:32][NH:31][CH2:30][CH2:29]2)[CH:25]=[CH:24][C:23]=1[N+:34]([O-:36])=[O:35])[CH3:20], predict the reaction product. The product is: [CH2:19]([NH:21][C:22]1[CH:27]=[C:26]([N:28]2[CH2:29][CH2:30][N:31]([CH3:2])[CH2:32][CH2:33]2)[CH:25]=[CH:24][C:23]=1[N+:34]([O-:36])=[O:35])[CH3:20]. (2) Given the reactants [F:1][C:2]1[CH:7]=[C:6]([CH2:8][NH:9][C@:10]23[CH2:45][CH2:44][C@@H:43]([C:46]([CH3:48])=[CH2:47])[C@@H:11]2[C@@H:12]2[C@@:25]([CH3:28])([CH2:26][CH2:27]3)[C@@:24]3([CH3:29])[C@@H:15]([C@:16]4([CH3:42])[C@@H:21]([CH2:22][CH2:23]3)[C:20]([CH3:31])([CH3:30])[C:19]([C:32]3[CH:41]=[CH:40][C:35]([C:36]([O:38]C)=[O:37])=[CH:34][CH:33]=3)=[CH:18][CH2:17]4)[CH2:14][CH2:13]2)[CH:5]=[CH:4][N:3]=1.[C:49]([OH:55])([C:51]([F:54])([F:53])[F:52])=[O:50].[Li+].[OH-].O, predict the reaction product. The product is: [F:1][C:2]1[CH:7]=[C:6]([CH2:8][NH:9][C@:10]23[CH2:45][CH2:44][C@@H:43]([C:46]([CH3:48])=[CH2:47])[C@@H:11]2[C@@H:12]2[C@@:25]([CH3:28])([CH2:26][CH2:27]3)[C@@:24]3([CH3:29])[C@@H:15]([C@:16]4([CH3:42])[C@@H:21]([CH2:22][CH2:23]3)[C:20]([CH3:31])([CH3:30])[C:19]([C:32]3[CH:41]=[CH:40][C:35]([C:36]([OH:38])=[O:37])=[CH:34][CH:33]=3)=[CH:18][CH2:17]4)[CH2:14][CH2:13]2)[CH:5]=[CH:4][N:3]=1.[C:49]([OH:55])([C:51]([F:54])([F:53])[F:52])=[O:50]. (3) Given the reactants [C:1]1([C:7]2[CH:12]=[C:11]([C:13]3[S:14][CH:15]=[CH:16][CH:17]=3)[NH:10][C:9](=[S:18])[C:8]=2[C:19]#[N:20])[CH:6]=[CH:5][CH:4]=[CH:3][CH:2]=1.[CH2:21]([S:25][CH2:26]Cl)[CH2:22][CH2:23][CH3:24].CCN(CC)CC, predict the reaction product. The product is: [CH2:21]([S:25][CH2:26][S:18][C:9]1[N:10]=[C:11]([C:13]2[S:14][CH:15]=[CH:16][CH:17]=2)[CH:12]=[C:7]([C:1]2[CH:2]=[CH:3][CH:4]=[CH:5][CH:6]=2)[C:8]=1[C:19]#[N:20])[CH2:22][CH2:23][CH3:24]. (4) Given the reactants [F:1][C:2]([F:42])([F:41])[C:3]1[CH:4]=[C:5]([CH:34]=[C:35]([C:37]([F:40])([F:39])[F:38])[CH:36]=1)[C:6]([N:8]1[CH2:13][CH2:12][N:11]([CH2:14][CH2:15][C:16]#[C:17][CH2:18][N:19]2[CH2:24][CH2:23][O:22][CH2:21][CH2:20]2)[CH2:10][C@H:9]1[CH2:25][C:26]1[CH:31]=[CH:30][C:29]([CH3:32])=[C:28]([CH3:33])[CH:27]=1)=[O:7].[ClH:43], predict the reaction product. The product is: [ClH:43].[ClH:43].[F:40][C:37]([F:38])([F:39])[C:35]1[CH:34]=[C:5]([CH:4]=[C:3]([C:2]([F:1])([F:42])[F:41])[CH:36]=1)[C:6]([N:8]1[CH2:13][CH2:12][N:11]([CH2:14][CH2:15][C:16]#[C:17][CH2:18][N:19]2[CH2:20][CH2:21][O:22][CH2:23][CH2:24]2)[CH2:10][C@H:9]1[CH2:25][C:26]1[CH:31]=[CH:30][C:29]([CH3:32])=[C:28]([CH3:33])[CH:27]=1)=[O:7]. (5) Given the reactants [C:1]([C:5]1[CH:13]=[C:12]2[C:8]([C:9]([I:14])=[N:10][NH:11]2)=[CH:7][CH:6]=1)([CH3:4])([CH3:3])[CH3:2].[CH3:15]C([O-])(C)C.[K+].IC, predict the reaction product. The product is: [C:1]([C:5]1[CH:13]=[C:12]2[C:8]([C:9]([I:14])=[N:10][N:11]2[CH3:15])=[CH:7][CH:6]=1)([CH3:4])([CH3:2])[CH3:3]. (6) Given the reactants [NH2:1][CH2:2][CH2:3][CH2:4][OH:5].FC(F)(F)C(O)=O.[C:13]([C:15]1[CH:16]=[C:17]([C:25]2[O:29][N:28]=[C:27]([C:30]3[CH:44]=[CH:43][C:33]4[CH2:34][CH2:35][N:36]([CH2:39][C:40]([OH:42])=O)[CH2:37][CH2:38][C:32]=4[CH:31]=3)[N:26]=2)[CH:18]=[CH:19][C:20]=1[O:21][CH:22]([CH3:24])[CH3:23])#[N:14].CCN(C(C)C)C(C)C.CN(C(ON1N=NC2C=CC=NC1=2)=[N+](C)C)C.F[P-](F)(F)(F)(F)F, predict the reaction product. The product is: [C:13]([C:15]1[CH:16]=[C:17]([C:25]2[O:29][N:28]=[C:27]([C:30]3[CH:44]=[CH:43][C:33]4[CH2:34][CH2:35][N:36]([CH2:39][C:40]([NH:1][CH2:2][CH2:3][CH2:4][OH:5])=[O:42])[CH2:37][CH2:38][C:32]=4[CH:31]=3)[N:26]=2)[CH:18]=[CH:19][C:20]=1[O:21][CH:22]([CH3:23])[CH3:24])#[N:14]. (7) The product is: [Br:8][C:3]1[CH:4]=[CH:5][CH:6]=[CH:7][C:2]=1[CH:14]([C:15]1[CH:20]=[CH:19][CH:18]=[CH:17][CH:16]=1)[OH:21]. Given the reactants Br[C:2]1[CH:7]=[CH:6][CH:5]=[CH:4][C:3]=1[Br:8].[Li]CCCC.[CH:14](=[O:21])[C:15]1[CH:20]=[CH:19][CH:18]=[CH:17][CH:16]=1, predict the reaction product. (8) The product is: [CH:1]1([C:6]2[C:14]3[C:9](=[C:10]([O:15][CH3:16])[N:11]=[CH:12][CH:13]=3)[N:8]([C:17]3[CH:18]=[CH:19][C:20]([S:23]([NH2:26])(=[O:24])=[O:25])=[CH:21][CH:22]=3)[N:7]=2)[CH2:2][CH2:3][CH2:4][CH2:5]1. Given the reactants [C:1]1([C:6]2[C:14]3[C:9](=[C:10]([O:15][CH3:16])[N:11]=[CH:12][CH:13]=3)[N:8]([C:17]3[CH:22]=[CH:21][C:20]([S:23]([NH2:26])(=[O:25])=[O:24])=[CH:19][CH:18]=3)[N:7]=2)[CH2:5][CH2:4][CH2:3][CH:2]=1.O, predict the reaction product.